Predict the reactants needed to synthesize the given product. From a dataset of Full USPTO retrosynthesis dataset with 1.9M reactions from patents (1976-2016). (1) Given the product [NH2:31][C:32]1[N:8]([C:9]([CH3:12])([CH3:11])[CH3:10])[C:7]2[CH:6]=[CH:5][C:4]([C:13]3([OH:30])[C:21]4[C:16](=[CH:17][CH:18]=[CH:19][CH:20]=4)[C:15](=[O:22])[N:14]3[CH2:23][C:24]3[CH:25]=[CH:26][CH:27]=[CH:28][CH:29]=3)=[CH:3][C:2]=2[N:1]=1, predict the reactants needed to synthesize it. The reactants are: [NH2:1][C:2]1[CH:3]=[C:4]([C:13]2([OH:30])[C:21]3[C:16](=[CH:17][CH:18]=[CH:19][CH:20]=3)[C:15](=[O:22])[N:14]2[CH2:23][C:24]2[CH:29]=[CH:28][CH:27]=[CH:26][CH:25]=2)[CH:5]=[CH:6][C:7]=1[NH:8][C:9]([CH3:12])([CH3:11])[CH3:10].[N:31]#[C:32]Br. (2) Given the product [CH:9]([C:8]1[CH:7]=[C:6]([CH:13]=[CH:12][CH:11]=1)[O:5][C:15]([CH3:22])([CH3:21])[C:16]([O:18][CH2:19][CH3:20])=[O:17])=[O:10], predict the reactants needed to synthesize it. The reactants are: C(O[Na])C.[OH:5][C:6]1[CH:7]=[C:8]([CH:11]=[CH:12][CH:13]=1)[CH:9]=[O:10].Br[C:15]([CH3:22])([CH3:21])[C:16]([O:18][CH2:19][CH3:20])=[O:17]. (3) Given the product [C:6]([O:10][C:11]([C@:13]1([C:24]([OH:26])=[O:25])[CH2:15][C@:14]1([CH2:22][O:23][Si:28]([C:31]([CH3:34])([CH3:33])[CH3:32])([CH3:30])[CH3:29])[C:16]1[CH:21]=[CH:20][CH:19]=[CH:18][CH:17]=1)=[O:12])([CH3:9])([CH3:7])[CH3:8], predict the reactants needed to synthesize it. The reactants are: N1C=CN=C1.[C:6]([O:10][C:11]([C@:13]1([C:24]([O-:26])=[O:25])[CH2:15][C@:14]1([CH2:22][OH:23])[C:16]1[CH:21]=[CH:20][CH:19]=[CH:18][CH:17]=1)=[O:12])([CH3:9])([CH3:8])[CH3:7].[Na+].[Si:28](Cl)([C:31]([CH3:34])([CH3:33])[CH3:32])([CH3:30])[CH3:29].C(=O)([O-])[O-].[K+].[K+]. (4) Given the product [F:28][C:26]1([F:29])[O:25][C:24]2[CH:30]=[CH:31][C:21]([N:18]([CH2:19][CH3:20])[C:16](=[O:17])[CH2:15][N:5]3[C:6](=[O:14])[C:7]4[C:8]5[CH:13]=[CH:12][CH:11]=[CH:10][C:9]=5[NH:32][C:2]=4[CH:3]=[N:4]3)=[CH:22][C:23]=2[O:27]1, predict the reactants needed to synthesize it. The reactants are: Cl[C:2]1[CH:3]=[N:4][N:5]([CH2:15][C:16]([N:18]([C:21]2[CH:31]=[CH:30][C:24]3[O:25][C:26]([F:29])([F:28])[O:27][C:23]=3[CH:22]=2)[CH2:19][CH3:20])=[O:17])[C:6](=[O:14])[C:7]=1[C:8]1[CH:13]=[CH:12][CH:11]=[CH:10][CH:9]=1.[N-:32]=[N+]=[N-].[Na+]. (5) Given the product [Cl:8][C:9]1[CH:10]=[CH:11][C:12]([C:15]2[CH:20]=[CH:19][C:18]([NH:21][C:22]([C:24]3[CH:29]=[CH:28][C:27]([CH3:30])=[CH:26][C:25]=3[C:31]3[CH:32]=[CH:33][C:34]([C:37]([NH:39][CH2:40][CH2:41][C:42]([OH:44])=[O:43])=[O:38])=[N:35][CH:36]=3)=[O:23])=[CH:17][CH:16]=2)=[CH:13][CH:14]=1, predict the reactants needed to synthesize it. The reactants are: [OH-].[Na+].C1COCC1.[Cl:8][C:9]1[CH:14]=[CH:13][C:12]([C:15]2[CH:20]=[CH:19][C:18]([NH:21][C:22]([C:24]3[CH:29]=[CH:28][C:27]([CH3:30])=[CH:26][C:25]=3[C:31]3[CH:32]=[CH:33][C:34]([C:37]([NH:39][CH2:40][CH2:41][C:42]([O:44]CC)=[O:43])=[O:38])=[N:35][CH:36]=3)=[O:23])=[CH:17][CH:16]=2)=[CH:11][CH:10]=1.Cl. (6) Given the product [CH3:1][O:2][C:3](=[O:40])[CH2:4][C@H:5]1[C:9]2[CH:10]=[CH:11][C:12]([O:14][C@H:15]3[C:23]4[C:18](=[C:19]([O:25][C:26]5[CH:27]=[CH:28][C:29]([OH:32])=[CH:30][CH:31]=5)[CH:20]=[CH:21][C:22]=4[F:24])[CH2:17][CH2:16]3)=[CH:13][C:8]=2[O:7][CH2:6]1, predict the reactants needed to synthesize it. The reactants are: [CH3:1][O:2][C:3](=[O:40])[CH2:4][C@H:5]1[C:9]2[CH:10]=[CH:11][C:12]([O:14][C@H:15]3[C:23]4[C:18](=[C:19]([O:25][C:26]5[CH:31]=[CH:30][C:29]([O:32]CC6C=CC=CC=6)=[CH:28][CH:27]=5)[CH:20]=[CH:21][C:22]=4[F:24])[CH2:17][CH2:16]3)=[CH:13][C:8]=2[O:7][CH2:6]1. (7) Given the product [CH3:12][C:4]1[C:5]([NH2:11])=[C:6]([NH2:8])[CH:7]=[C:2]([C:21]2[CH:26]=[CH:25][CH:24]=[CH:23][C:22]=2[C:27]([F:30])([F:29])[F:28])[CH:3]=1, predict the reactants needed to synthesize it. The reactants are: Br[C:2]1[CH:7]=[C:6]([N+:8]([O-])=O)[C:5]([NH2:11])=[C:4]([CH3:12])[CH:3]=1.CC1(C)C(C)(C)OB([C:21]2[CH:26]=[CH:25][CH:24]=[CH:23][C:22]=2[C:27]([F:30])([F:29])[F:28])O1. (8) Given the product [N:8]1[CH:9]=[CH:10][CH:11]=[C:6]([O:5][CH2:4][CH2:3][CH2:2][NH:13][CH3:12])[CH:7]=1, predict the reactants needed to synthesize it. The reactants are: Cl[CH2:2][CH2:3][CH2:4][O:5][C:6]1[CH:7]=[N:8][CH:9]=[CH:10][CH:11]=1.[CH3:12][NH2:13]. (9) Given the product [O:31]=[C:26]1[N:25]([C:32]2[CH:33]=[CH:34][C:35]([C:38]([F:41])([F:40])[F:39])=[CH:36][CH:37]=2)[N:24]=[C:23]([CH2:22][CH2:21][CH2:20][C:17]2[CH:16]=[CH:15][C:14]([C:12]3[N:13]=[C:8]([NH:7][S:48]([C:42]4[CH:47]=[CH:46][CH:45]=[CH:44][CH:43]=4)(=[O:50])=[O:49])[CH:9]=[CH:10][CH:11]=3)=[CH:19][CH:18]=2)[N:27]1[CH2:28][CH2:29][CH3:30], predict the reactants needed to synthesize it. The reactants are: N1C=CC=CC=1.[NH2:7][C:8]1[N:13]=[C:12]([C:14]2[CH:19]=[CH:18][C:17]([CH2:20][CH2:21][CH2:22][C:23]3[N:27]([CH2:28][CH2:29][CH3:30])[C:26](=[O:31])[N:25]([C:32]4[CH:37]=[CH:36][C:35]([C:38]([F:41])([F:40])[F:39])=[CH:34][CH:33]=4)[N:24]=3)=[CH:16][CH:15]=2)[CH:11]=[CH:10][CH:9]=1.[C:42]1([S:48](Cl)(=[O:50])=[O:49])[CH:47]=[CH:46][CH:45]=[CH:44][CH:43]=1. (10) Given the product [C:19]([O:18][C:16]([N:40]1[C:39](=[O:41])[CH2:38][O:37][CH2:36][C@@H:35]1[CH2:34][O:33][CH2:26][C:27]1[CH:32]=[CH:31][CH:30]=[CH:29][CH:28]=1)=[O:17])([CH3:20])([CH3:21])[CH3:22], predict the reactants needed to synthesize it. The reactants are: C(N(CC)CC)C.[C:16](O[C:16]([O:18][C:19]([CH3:22])([CH3:21])[CH3:20])=[O:17])([O:18][C:19]([CH3:22])([CH3:21])[CH3:20])=[O:17].C(#N)C.[CH2:26]([O:33][CH2:34][C@@H:35]1[NH:40][C:39](=[O:41])[CH2:38][O:37][CH2:36]1)[C:27]1[CH:32]=[CH:31][CH:30]=[CH:29][CH:28]=1.